The task is: Predict the reactants needed to synthesize the given product.. This data is from Full USPTO retrosynthesis dataset with 1.9M reactions from patents (1976-2016). (1) Given the product [Si:1]([O:8][CH2:9][C:10]1[N:11]([CH:25]2[CH2:26][CH2:27][S:23](=[O:29])(=[O:28])[CH2:24]2)[C:12]2[C:17]([CH:18]=1)=[CH:16][C:15]([Cl:19])=[CH:14][C:13]=2[F:20])([C:4]([CH3:7])([CH3:6])[CH3:5])([CH3:3])[CH3:2], predict the reactants needed to synthesize it. The reactants are: [Si:1]([O:8][CH2:9][C:10]1[NH:11][C:12]2[C:17]([CH:18]=1)=[CH:16][C:15]([Cl:19])=[CH:14][C:13]=2[F:20])([C:4]([CH3:7])([CH3:6])[CH3:5])([CH3:3])[CH3:2].[H-].[Na+].[S:23]1(=[O:29])(=[O:28])[CH2:27][CH:26]=[CH:25][CH2:24]1. (2) Given the product [Cl:32][C:28]1[CH:27]=[C:26]2[NH:25][C:24](=[O:33])[C@:16]3([C@@H:15]([C:34]4[CH:39]=[CH:38][CH:37]=[C:36]([Cl:40])[C:35]=4[F:41])[C@H:14]([C:12]([NH:11][C:8]4[S:9][CH:10]=[C:6]([C:4]([OH:5])=[O:3])[N:7]=4)=[O:13])[NH:18][C@H:17]3[CH2:19][C:20]([CH3:22])([CH3:21])[CH3:23])[C:31]2=[CH:30][CH:29]=1, predict the reactants needed to synthesize it. The reactants are: C([O:3][C:4]([C:6]1[N:7]=[C:8]([NH:11][C:12]([C@@H:14]2[NH:18][C@@H:17]([CH2:19][C:20]([CH3:23])([CH3:22])[CH3:21])[C@:16]3([C:31]4[C:26](=[CH:27][C:28]([Cl:32])=[CH:29][CH:30]=4)[NH:25][C:24]3=[O:33])[C@H:15]2[C:34]2[CH:39]=[CH:38][CH:37]=[C:36]([Cl:40])[C:35]=2[F:41])=[O:13])[S:9][CH:10]=1)=[O:5])C.[OH-].[Na+].Cl.